From a dataset of Full USPTO retrosynthesis dataset with 1.9M reactions from patents (1976-2016). Predict the reactants needed to synthesize the given product. (1) Given the product [Cl:8][C:5]1[CH:4]=[C:3]2[C:2](=[CH:7][CH:6]=1)[N:1]=[C:18]([CH3:31])[C:19]([C:20]([O:22][C@@H:23]([C:25]1[CH:30]=[CH:29][CH:28]=[CH:27][CH:26]=1)[CH3:24])=[O:21])=[C:9]2[C:11]1[CH:16]=[CH:15][CH:14]=[CH:13][CH:12]=1, predict the reactants needed to synthesize it. The reactants are: [NH2:1][C:2]1[CH:7]=[CH:6][C:5]([Cl:8])=[CH:4][C:3]=1[C:9]([C:11]1[CH:16]=[CH:15][CH:14]=[CH:13][CH:12]=1)=O.O=[C:18]([CH3:31])[CH2:19][C:20]([O:22][C@@H:23]([C:25]1[CH:30]=[CH:29][CH:28]=[CH:27][CH:26]=1)[CH3:24])=[O:21].[O-]S(C(F)(F)F)(=O)=O.[Yb+3].[O-]S(C(F)(F)F)(=O)=O.[O-]S(C(F)(F)F)(=O)=O. (2) Given the product [Cl:1][C:2]1[CH:7]=[CH:6][C:5]([O:8][C:10]2[CH:11]=[C:12]([CH3:19])[CH:13]=[CH:14][C:15]=2[N+:16]([O-:18])=[O:17])=[CH:4][CH:3]=1, predict the reactants needed to synthesize it. The reactants are: [Cl:1][C:2]1[CH:7]=[CH:6][C:5]([OH:8])=[CH:4][CH:3]=1.F[C:10]1[CH:11]=[C:12]([CH3:19])[CH:13]=[CH:14][C:15]=1[N+:16]([O-:18])=[O:17].C(=O)([O-])[O-].[K+].[K+]. (3) Given the product [CH:1]1([C:4]([N:6]2[CH2:11][CH2:10][N:9]([C:12]([C:14]3[CH:15]=[C:16]([CH:20]4[C:29]5=[N:42][NH:43][C:31](=[O:33])[C:27]6[CH:26]=[CH:25][CH:24]=[C:23]([C:28]=65)[NH:22][CH:21]4[C:35]4[CH:40]=[CH:39][CH:38]=[CH:37][CH:36]=4)[CH:17]=[CH:18][CH:19]=3)=[O:13])[CH2:8][CH2:7]2)=[O:5])[CH2:2][CH2:3]1, predict the reactants needed to synthesize it. The reactants are: [CH:1]1([C:4]([N:6]2[CH2:11][CH2:10][N:9]([C:12]([C:14]3[CH:15]=[C:16]([CH:20]4[C:29](=O)[C:28]5[C:27]([C:31]([O:33]C)=O)=[CH:26][CH:25]=[CH:24][C:23]=5[NH:22][CH:21]4[C:35]4[CH:40]=[CH:39][CH:38]=[CH:37][CH:36]=4)[CH:17]=[CH:18][CH:19]=3)=[O:13])[CH2:8][CH2:7]2)=[O:5])[CH2:3][CH2:2]1.O.[NH2:42][NH2:43].